Dataset: Full USPTO retrosynthesis dataset with 1.9M reactions from patents (1976-2016). Task: Predict the reactants needed to synthesize the given product. (1) Given the product [Cl:1][C:2]1[CH:3]=[C:4]([CH:19]=[CH:20][C:21]=1[Cl:22])[CH2:5][C:6]1[N:10]([CH2:11][C:12]([NH:31][C:30]2[CH:32]=[C:26]([CH:23]([CH3:24])[CH3:25])[CH:27]=[CH:28][C:29]=2[CH3:33])=[O:13])[C:9]2[CH:15]=[CH:16][CH:17]=[CH:18][C:8]=2[N:7]=1, predict the reactants needed to synthesize it. The reactants are: [Cl:1][C:2]1[CH:3]=[C:4]([CH:19]=[CH:20][C:21]=1[Cl:22])[CH2:5][C:6]1[N:10]([CH2:11][C:12](O)=[O:13])[C:9]2[CH:15]=[CH:16][CH:17]=[CH:18][C:8]=2[N:7]=1.[CH:23]([C:26]1[CH:27]=[CH:28][C:29]([CH3:33])=[C:30]([CH:32]=1)[NH2:31])([CH3:25])[CH3:24].CN(C(ON1N=NC2C=CC=NC1=2)=[N+](C)C)C.F[P-](F)(F)(F)(F)F. (2) Given the product [O:11]=[C:10]([C:12]1[CH:17]=[CH:16][N:15]=[N:14][CH:13]=1)[CH2:9][CH:8]([C:5]1[CH:4]=[CH:3][C:2]([CH:36]2[CH2:37][CH2:38][N:33]([C:31]([O:30][C:26]([CH3:29])([CH3:28])[CH3:27])=[O:32])[CH2:34][CH2:35]2)=[CH:7][CH:6]=1)[C:18]1[CH:23]=[CH:22][CH:21]=[CH:20][C:19]=1[CH3:24], predict the reactants needed to synthesize it. The reactants are: Br[C:2]1[CH:7]=[CH:6][C:5]([CH:8]([C:18]2[CH:23]=[CH:22][CH:21]=[CH:20][C:19]=2[CH3:24])[CH2:9][C:10]([C:12]2[CH:17]=[CH:16][N:15]=[N:14][CH:13]=2)=[O:11])=[CH:4][CH:3]=1.[I-].[C:26]([O:30][C:31]([N:33]1[CH2:38][CH2:37][CH:36]([Zn+])[CH2:35][CH2:34]1)=[O:32])([CH3:29])([CH3:28])[CH3:27].